Dataset: Full USPTO retrosynthesis dataset with 1.9M reactions from patents (1976-2016). Task: Predict the reactants needed to synthesize the given product. (1) Given the product [CH3:1][S:2]([O:6][CH2:7][CH:8]1[CH2:13][CH2:12][N:11]([C:14]([O:16][C:17]([CH3:20])([CH3:19])[CH3:18])=[O:15])[CH2:10][CH2:9]1)(=[O:4])=[O:3], predict the reactants needed to synthesize it. The reactants are: [CH3:1][S:2](Cl)(=[O:4])=[O:3].[OH:6][CH2:7][CH:8]1[CH2:13][CH2:12][N:11]([C:14]([O:16][C:17]([CH3:20])([CH3:19])[CH3:18])=[O:15])[CH2:10][CH2:9]1.CCN(C(C)C)C(C)C.O. (2) The reactants are: [Cl:1][C:2]1[CH:3]=[CH:4][C:5]2[N:11]3[CH:12]=[CH:13][CH:14]=[C:10]3[C@@H:9]([CH2:15][CH2:16][OH:17])[O:8][C@H:7]([C:18]3[CH:23]=[CH:22][CH:21]=[C:20]([O:24][CH3:25])[C:19]=3[O:26][CH3:27])[C:6]=2[CH:28]=1.CC(OI1(OC(C)=O)(OC(C)=O)OC(=O)C2C=CC=CC1=2)=O. Given the product [Cl:1][C:2]1[CH:3]=[CH:4][C:5]2[N:11]3[CH:12]=[CH:13][CH:14]=[C:10]3[C@@H:9]([CH2:15][CH:16]=[O:17])[O:8][C@H:7]([C:18]3[CH:23]=[CH:22][CH:21]=[C:20]([O:24][CH3:25])[C:19]=3[O:26][CH3:27])[C:6]=2[CH:28]=1, predict the reactants needed to synthesize it.